Dataset: Full USPTO retrosynthesis dataset with 1.9M reactions from patents (1976-2016). Task: Predict the reactants needed to synthesize the given product. (1) Given the product [CH3:33][CH:31]([CH3:32])[C:30]([C:28]1[CH:27]=[CH:26][C:23]2[CH2:24][CH2:25][N:19]([CH2:18][CH:15]3[CH2:14][CH2:13][CH:12]([CH2:11][NH:10][C:9]([CH2:8][NH:7][C:6]([C:51]4[C:52]5[CH:53]=[CH:54][C:45]([CH3:44])=[N:46][C:47]=5[CH:48]=[CH:49][CH:50]=4)=[O:36])=[O:35])[CH2:17][CH2:16]3)[CH2:20][CH2:21][C:22]=2[CH:29]=1)=[O:34], predict the reactants needed to synthesize it. The reactants are: C(O[C:6](=[O:36])[NH:7][CH2:8][C:9](=[O:35])[NH:10][CH2:11][CH:12]1[CH2:17][CH2:16][CH:15]([CH2:18][N:19]2[CH2:25][CH2:24][C:23]3[CH:26]=[CH:27][C:28]([C:30](=[O:34])[CH:31]([CH3:33])[CH3:32])=[CH:29][C:22]=3[CH2:21][CH2:20]2)[CH2:14][CH2:13]1)(C)(C)C.C(O)(C(F)(F)F)=O.[CH3:44][C:45]1[CH:54]=[CH:53][C:52]2[C:51](C(O)=O)=[CH:50][CH:49]=[CH:48][C:47]=2[N:46]=1. (2) Given the product [C:4]([O:3][C:1]([N:8]1[CH2:9][CH2:10][N:11]([C:16](=[O:17])[C:15]([F:26])([F:25])[F:14])[CH2:12][CH2:13]1)=[O:2])([CH3:7])([CH3:6])[CH3:5], predict the reactants needed to synthesize it. The reactants are: [C:1]([N:8]1[CH2:13][CH2:12][NH:11][CH2:10][CH2:9]1)([O:3][C:4]([CH3:7])([CH3:6])[CH3:5])=[O:2].[F:14][C:15]([F:26])([F:25])[C:16](O[C:16](=[O:17])[C:15]([F:26])([F:25])[F:14])=[O:17].C(N(CC)CC)C. (3) Given the product [CH3:21][O:22][CH2:23][C:24]1[O:28][C:27]([CH2:29][N:5]2[CH2:6][CH2:7][CH:8]([N:11]3[C:15]4[CH:16]=[CH:17][CH:18]=[CH:19][C:14]=4[NH:13][C:12]3=[O:20])[CH2:9][CH2:10]2)=[CH:26][CH:25]=1, predict the reactants needed to synthesize it. The reactants are: C(O)(=O)C.[NH:5]1[CH2:10][CH2:9][CH:8]([N:11]2[C:15]3[CH:16]=[CH:17][CH:18]=[CH:19][C:14]=3[NH:13][C:12]2=[O:20])[CH2:7][CH2:6]1.[CH3:21][O:22][CH2:23][C:24]1[O:28][C:27]([CH:29]=O)=[CH:26][CH:25]=1.[BH-](OC(C)=O)(OC(C)=O)OC(C)=O.[Na+]. (4) Given the product [Br:1][C:2]1[CH:3]=[C:4]([CH:7]=[C:8]([N+:11]([O-:13])=[O:12])[C:9]=1[OH:10])[CH:5]=[O:6], predict the reactants needed to synthesize it. The reactants are: [Br:1][C:2]1[CH:3]=[C:4]([CH:7]=[CH:8][C:9]=1[OH:10])[CH:5]=[O:6].[N+:11]([O-])([OH:13])=[O:12].N([O-])=O.[Na+]. (5) Given the product [C:27]([N:23]1[CH2:24][CH2:25][CH:20]([C:18]([NH:17][C:14]2[CH:13]=[CH:12][C:11]([C:6]3[C:5]4[C:9](=[CH:10][C:2]([F:1])=[CH:3][CH:4]=4)[NH:8][CH:7]=3)=[CH:16][N:15]=2)=[O:19])[CH2:21][CH2:22]1)(=[O:28])[CH3:26], predict the reactants needed to synthesize it. The reactants are: [F:1][C:2]1[CH:10]=[C:9]2[C:5]([C:6]([C:11]3[CH:12]=[CH:13][C:14]([NH:17][C:18]([CH:20]4[CH2:25][CH2:24][NH:23][CH2:22][CH2:21]4)=[O:19])=[N:15][CH:16]=3)=[CH:7][NH:8]2)=[CH:4][CH:3]=1.[CH3:26][C:27](OC(C)=O)=[O:28]. (6) Given the product [ClH:1].[NH2:52][CH2:51][C@H:48]1[CH2:49][CH2:50][C@H:45]([C:43]([NH:42][C@H:26]([C:27]([NH:29][C:30]2[CH:35]=[CH:34][C:33]([C:36]3[NH:40][N:39]=[N:38][N:37]=3)=[C:32]([F:41])[CH:31]=2)=[O:28])[CH2:25][C:21]2[CH:20]=[C:19]([C:16]3[CH:17]=[CH:18][C:13]([C:11]([NH:10][CH:7]4[CH2:6][CH2:5][CH:4]([N:3]([CH3:61])[CH3:2])[CH2:9][CH2:8]4)=[O:12])=[CH:14][C:15]=3[CH3:60])[CH:24]=[CH:23][CH:22]=2)=[O:44])[CH2:46][CH2:47]1, predict the reactants needed to synthesize it. The reactants are: [ClH:1].[CH3:2][N:3]([CH3:61])[CH:4]1[CH2:9][CH2:8][CH:7]([NH:10][C:11]([C:13]2[CH:18]=[CH:17][C:16]([C:19]3[CH:24]=[CH:23][CH:22]=[C:21]([CH2:25][C@H:26]([NH:42][C:43]([C@H:45]4[CH2:50][CH2:49][C@H:48]([CH2:51][NH:52]C(=O)OC(C)(C)C)[CH2:47][CH2:46]4)=[O:44])[C:27]([NH:29][C:30]4[CH:35]=[CH:34][C:33]([C:36]5[NH:40][N:39]=[N:38][N:37]=5)=[C:32]([F:41])[CH:31]=4)=[O:28])[CH:20]=3)=[C:15]([CH3:60])[CH:14]=2)=[O:12])[CH2:6][CH2:5]1. (7) Given the product [C:16]([O:20][C:21]([N:6]1[C:7]2=[N:8][CH:9]=[CH:10][CH:11]=[C:12]2[C:4]([CH2:3][N:2]([CH3:13])[CH3:1])=[CH:5]1)=[O:22])([CH3:19])([CH3:18])[CH3:17], predict the reactants needed to synthesize it. The reactants are: [CH3:1][N:2]([CH3:13])[CH2:3][C:4]1[C:12]2[C:7](=[N:8][CH:9]=[CH:10][CH:11]=2)[NH:6][CH:5]=1.[H-].[Na+].[C:16]([O:20][C:21](O[C:21]([O:20][C:16]([CH3:19])([CH3:18])[CH3:17])=[O:22])=[O:22])([CH3:19])([CH3:18])[CH3:17].O.